This data is from Peptide-MHC class I binding affinity with 185,985 pairs from IEDB/IMGT. The task is: Regression. Given a peptide amino acid sequence and an MHC pseudo amino acid sequence, predict their binding affinity value. This is MHC class I binding data. (1) The peptide sequence is GLSQFTHTV. The MHC is HLA-A02:01 with pseudo-sequence HLA-A02:01. The binding affinity (normalized) is 0.732. (2) The peptide sequence is KDGQLEEA. The MHC is Mamu-B01 with pseudo-sequence Mamu-B01. The binding affinity (normalized) is 0. (3) The binding affinity (normalized) is 0.478. The peptide sequence is HTYHLENDKI. The MHC is HLA-A68:02 with pseudo-sequence HLA-A68:02. (4) The peptide sequence is NQLDSSNKSM. The MHC is HLA-A02:03 with pseudo-sequence HLA-A02:03. The binding affinity (normalized) is 0.0472. (5) The peptide sequence is SSLRYGNVL. The MHC is HLA-B39:01 with pseudo-sequence HLA-B39:01. The binding affinity (normalized) is 0.233. (6) The peptide sequence is HTVGLGQGY. The MHC is HLA-B57:01 with pseudo-sequence HLA-B57:01. The binding affinity (normalized) is 0.0847.